This data is from Peptide-MHC class II binding affinity with 134,281 pairs from IEDB. The task is: Regression. Given a peptide amino acid sequence and an MHC pseudo amino acid sequence, predict their binding affinity value. This is MHC class II binding data. (1) The peptide sequence is MKSSWGAIWRIDPKK. The MHC is HLA-DPA10201-DPB10101 with pseudo-sequence HLA-DPA10201-DPB10101. The binding affinity (normalized) is 0.277. (2) The peptide sequence is TAWDFSSAGGFFTSV. The MHC is DRB1_0701 with pseudo-sequence DRB1_0701. The binding affinity (normalized) is 0.797. (3) The peptide sequence is AAATAGTTVYGEFAA. The MHC is HLA-DPA10103-DPB10401 with pseudo-sequence HLA-DPA10103-DPB10401. The binding affinity (normalized) is 0.253. (4) The peptide sequence is YDKFLACVSTVLTGK. The binding affinity (normalized) is 0.420. The MHC is DRB1_1302 with pseudo-sequence DRB1_1302. (5) The peptide sequence is AYAAQGYKVLVLNPSVAA. The binding affinity (normalized) is 0.247. The MHC is DRB1_0901 with pseudo-sequence DRB1_0901. (6) The peptide sequence is EMLQNIFAIFRQDSS. The MHC is DRB3_0101 with pseudo-sequence DRB3_0101. The binding affinity (normalized) is 0.391. (7) The peptide sequence is PENDIEKTDPWFAHRTPMPK. The MHC is DRB1_0404 with pseudo-sequence DRB1_0404. The binding affinity (normalized) is 0.